This data is from Forward reaction prediction with 1.9M reactions from USPTO patents (1976-2016). The task is: Predict the product of the given reaction. (1) Given the reactants [O:1]1[CH2:5][CH2:4][CH:3]([C:6]([OH:8])=O)[CH2:2]1.O1CCCC1.S(Cl)(Cl)=O.[NH2:18][C:19]1[CH:20]=[C:21]([CH:38]=[CH:39][C:40]=1[CH3:41])[O:22][C:23]1[CH:24]=[CH:25][C:26]2[N:27]([N:29]=[C:30]([NH:32][C:33]([CH:35]3[CH2:37][CH2:36]3)=[O:34])[N:31]=2)[CH:28]=1, predict the reaction product. The product is: [CH:35]1([C:33]([NH:32][C:30]2[N:31]=[C:26]3[CH:25]=[CH:24][C:23]([O:22][C:21]4[CH:38]=[CH:39][C:40]([CH3:41])=[C:19]([NH:18][C:6]([CH:3]5[CH2:4][CH2:5][O:1][CH2:2]5)=[O:8])[CH:20]=4)=[CH:28][N:27]3[N:29]=2)=[O:34])[CH2:36][CH2:37]1. (2) The product is: [CH:8]([C:7]1[CH:6]=[CH:5][C:12]([O:13][CH3:14])=[C:11]([CH:10]=1)[C:2]#[N:3])=[O:9]. Given the reactants [Cu][C:2]#[N:3].Br[C:5]1[CH:6]=[C:7]([CH:10]=[CH:11][C:12]=1[O:13][CH3:14])[CH:8]=[O:9], predict the reaction product. (3) The product is: [Cl:1][C:2]1[CH:3]=[C:4]([C:8]2[C:13]3[N:14]([CH2:24][C@H:25]4[CH2:30][CH2:29][C@H:28]([CH3:31])[CH2:27][CH2:26]4)[C:15]([N:17]4[CH2:21][CH2:20][CH2:19][C@H:18]4[CH2:22][F:23])=[N:16][C:12]=3[CH:11]=[C:10]([C:32]3[NH:33][C:36](=[O:37])[O:35][N:34]=3)[N:9]=2)[CH:5]=[N:6][CH:7]=1. Given the reactants [Cl:1][C:2]1[CH:3]=[C:4]([C:8]2[C:13]3[N:14]([CH2:24][C@H:25]4[CH2:30][CH2:29][C@H:28]([CH3:31])[CH2:27][CH2:26]4)[C:15]([N:17]4[CH2:21][CH2:20][CH2:19][C@H:18]4[CH2:22][F:23])=[N:16][C:12]=3[CH:11]=[C:10]([C:32](=[N:34][OH:35])[NH2:33])[N:9]=2)[CH:5]=[N:6][CH:7]=1.[C:36](N1C=CN=C1)(N1C=CN=C1)=[O:37].N12CCCN=C1CCCCC2, predict the reaction product. (4) Given the reactants [N+:1]([C:4]1[CH:5]=[C:6]([CH2:10][CH2:11][N:12]2[CH2:17][CH2:16][NH:15][CH2:14][CH2:13]2)[CH:7]=[CH:8][CH:9]=1)([O-])=O.C(N(CC)CC)C.[C:25](Cl)(=[O:27])[CH3:26], predict the reaction product. The product is: [NH2:1][C:4]1[CH:5]=[C:6]([CH2:10][CH2:11][N:12]2[CH2:17][CH2:16][N:15]([C:25](=[O:27])[CH3:26])[CH2:14][CH2:13]2)[CH:7]=[CH:8][CH:9]=1. (5) Given the reactants O=[C:2]1[CH2:7][CH2:6][CH:5]([C:8]2[CH:9]=[CH:10][C:11]3[O:15][C:14](=[O:16])[NH:13][C:12]=3[CH:17]=2)[CH2:4][CH2:3]1.[NH:18]1[CH2:21][CH:20]([NH:22][C:23]([CH2:25][NH:26][C:27](=[O:38])[C:28]2[CH:33]=[CH:32][CH:31]=[C:30]([C:34]([F:37])([F:36])[F:35])[CH:29]=2)=[O:24])[CH2:19]1, predict the reaction product. The product is: [O:16]=[C:14]1[NH:13][C:12]2[CH:17]=[C:8]([CH:5]3[CH2:6][CH2:7][CH:2]([N:18]4[CH2:21][CH:20]([NH:22][C:23]([CH2:25][NH:26][C:27](=[O:38])[C:28]5[CH:33]=[CH:32][CH:31]=[C:30]([C:34]([F:37])([F:35])[F:36])[CH:29]=5)=[O:24])[CH2:19]4)[CH2:3][CH2:4]3)[CH:9]=[CH:10][C:11]=2[O:15]1. (6) Given the reactants [Br:1][C:2]1[S:6][N:5]=[C:4]([C:7]([OH:9])=O)[CH:3]=1.CCN(C(C)C)C(C)C.Cl.[NH:20]1[C@@H:29]2[C@@H:24]([CH2:25][CH2:26][CH2:27][CH2:28]2)[CH2:23][CH2:22][CH2:21]1.CN(C(ON1N=NC2C=CC=NC1=2)=[N+](C)C)C.F[P-](F)(F)(F)(F)F, predict the reaction product. The product is: [Br:1][C:2]1[S:6][N:5]=[C:4]([C:7]([N:20]2[C@@H:29]3[C@@H:24]([CH2:25][CH2:26][CH2:27][CH2:28]3)[CH2:23][CH2:22][CH2:21]2)=[O:9])[CH:3]=1. (7) Given the reactants [Cl:1]/[C:2](/[C:6]1[CH:11]=[CH:10][C:9]([Cl:12])=[CH:8][CH:7]=1)=[CH:3]\[CH2:4]O.S(Cl)([Cl:15])=O, predict the reaction product. The product is: [Cl:12][C:9]1[CH:10]=[CH:11][C:6](/[C:2](/[Cl:1])=[CH:3]/[CH2:4][Cl:15])=[CH:7][CH:8]=1.